Predict the reactants needed to synthesize the given product. From a dataset of Full USPTO retrosynthesis dataset with 1.9M reactions from patents (1976-2016). (1) The reactants are: [F:1][C:2]1[CH:9]=[CH:8][C:5]([C:6]#[N:7])=[CH:4][C:3]=1[C:10]([F:13])([F:12])[F:11].[NH2:14][OH:15].Cl.[OH-].[Na+]. Given the product [F:1][C:2]1[CH:9]=[CH:8][C:5]([C:6]([NH:14][OH:15])=[NH:7])=[CH:4][C:3]=1[C:10]([F:11])([F:12])[F:13], predict the reactants needed to synthesize it. (2) Given the product [Br:1][C:2]1[CH:3]=[C:4]([N:16]2[CH2:17][CH:14]([OH:13])[CH2:15]2)[C:5]2[C:6]([CH:10]=1)=[N:7][O:8][N:9]=2, predict the reactants needed to synthesize it. The reactants are: [Br:1][C:2]1[CH:3]=[C:4](Cl)[C:5]2[C:6]([CH:10]=1)=[N:7][O:8][N:9]=2.Cl.[OH:13][CH:14]1[CH2:17][NH:16][CH2:15]1.C(N(CC)CC)C. (3) Given the product [NH2:1][C:2]1[C:7]([C:8]2[CH:17]=[CH:16][C:11]([C:12]([OH:14])=[O:13])=[C:10]([CH3:18])[CH:9]=2)=[CH:6][C:5]([C:19]2[CH:20]=[N:21][N:22]([CH3:24])[CH:23]=2)=[CH:4][N:3]=1, predict the reactants needed to synthesize it. The reactants are: [NH2:1][C:2]1[C:7]([C:8]2[CH:17]=[CH:16][C:11]([C:12]([O:14]C)=[O:13])=[C:10]([CH3:18])[CH:9]=2)=[CH:6][C:5]([C:19]2[CH:20]=[N:21][N:22]([CH3:24])[CH:23]=2)=[CH:4][N:3]=1.O[Li].O. (4) Given the product [CH2:66]([NH:73][C:26](=[O:27])[C:25]1[CH:29]=[CH:30][C:22]([NH:21][C:19]2[N:18]=[CH:17][C:8]3[N:9]([CH3:16])[C:10](=[O:15])[C:11]([F:14])([F:13])[CH2:12][N:6]([CH:1]4[CH2:5][CH2:4][CH2:3][CH2:2]4)[C:7]=3[N:20]=2)=[C:23]([O:31][CH3:32])[CH:24]=1)[C:67]1[CH:72]=[CH:71][CH:70]=[CH:69][CH:68]=1, predict the reactants needed to synthesize it. The reactants are: [CH:1]1([N:6]2[CH2:12][C:11]([F:14])([F:13])[C:10](=[O:15])[N:9]([CH3:16])[C:8]3[CH:17]=[N:18][C:19]([NH:21][C:22]4[CH:30]=[CH:29][C:25]([C:26](O)=[O:27])=[CH:24][C:23]=4[O:31][CH3:32])=[N:20][C:7]2=3)[CH2:5][CH2:4][CH2:3][CH2:2]1.F[P-](F)(F)(F)(F)F.CN(C(N(C)C)=[N+]1C2C(=NC=CC=2)[N+]([O-])=N1)C.C(N(C(C)C)C(C)C)C.[CH2:66]([NH2:73])[C:67]1[CH:72]=[CH:71][CH:70]=[CH:69][CH:68]=1. (5) Given the product [CH3:36][C:35]1[C:30]([N:27]2[CH2:26][CH2:25][N:24]([C:22]([C:11]3[CH:12]=[CH:13][C:14]([N:16]4[CH2:20][CH2:19][CH2:18][C:17]4=[O:21])=[CH:15][C:10]=3[C:9]([NH:8][CH2:39][C:54]3[CH:53]=[CH:50][CH:49]=[C:48]([O:47][CH3:46])[CH:55]=3)=[O:38])=[O:23])[CH2:29][CH2:28]2)=[N:31][CH:32]=[C:33]([CH3:37])[CH:34]=1, predict the reactants needed to synthesize it. The reactants are: C(OC([N:8]([C:39](OC(C)(C)C)=O)[C:9](=[O:38])[C:10]1[CH:15]=[C:14]([N:16]2[CH2:20][CH2:19][CH2:18][C:17]2=[O:21])[CH:13]=[CH:12][C:11]=1[C:22]([N:24]1[CH2:29][CH2:28][N:27]([C:30]2[C:35]([CH3:36])=[CH:34][C:33]([CH3:37])=[CH:32][N:31]=2)[CH2:26][CH2:25]1)=[O:23])=O)(C)(C)C.[CH3:46][O:47][C:48]1[CH:49]=[C:50]([CH:53]=[CH:54][CH:55]=1)CN. (6) The reactants are: [O:1]=[C:2]1[N:8]([CH:9]2[CH2:14][CH2:13][N:12]([C:15]([O:17][C@@H:18]([C:36]([OH:38])=O)[CH2:19][C:20]3[CH:25]=[C:24]([CH3:26])[C:23]([O:27][CH2:28][C:29]4[CH:34]=[CH:33][CH:32]=[CH:31][CH:30]=4)=[C:22]([Cl:35])[CH:21]=3)=[O:16])[CH2:11][CH2:10]2)[CH2:7][CH2:6][C:5]2[CH:39]=[CH:40][CH:41]=[CH:42][C:4]=2[NH:3]1.CN(C(ON1N=NC2C=CC=CC1=2)=[N+](C)C)C.[B-](F)(F)(F)F.C(N(CC)CC)C.[O:72]1[CH2:77][CH2:76][CH:75]([N:78]2[CH2:83][CH2:82][NH:81][CH2:80][CH2:79]2)[CH2:74][CH2:73]1. Given the product [O:1]=[C:2]1[N:8]([CH:9]2[CH2:14][CH2:13][N:12]([C:15]([O:17][C@H:18]([CH2:19][C:20]3[CH:25]=[C:24]([CH3:26])[C:23]([O:27][CH2:28][C:29]4[CH:34]=[CH:33][CH:32]=[CH:31][CH:30]=4)=[C:22]([Cl:35])[CH:21]=3)[C:36](=[O:38])[N:81]3[CH2:80][CH2:79][N:78]([CH:75]4[CH2:76][CH2:77][O:72][CH2:73][CH2:74]4)[CH2:83][CH2:82]3)=[O:16])[CH2:11][CH2:10]2)[CH2:7][CH2:6][C:5]2[CH:39]=[CH:40][CH:41]=[CH:42][C:4]=2[NH:3]1, predict the reactants needed to synthesize it. (7) Given the product [Br:1][C:2]1[CH:3]=[C:4]([CH:45]=[CH:46][CH:47]=1)[CH2:5][C:6]1[CH:7]=[C:8]([C:11]([C:13]2[C:14]([NH:19][C@H:20]3[CH2:24][C@H:23]([O:25][Si:26]([CH:33]([CH3:34])[CH3:35])([CH:27]([CH3:28])[CH3:29])[CH:30]([CH3:31])[CH3:32])[C@@H:22]([CH2:36][OH:37])[CH2:21]3)=[N:15][CH:16]=[N:17][CH:18]=2)=[O:12])[S:9][CH:10]=1, predict the reactants needed to synthesize it. The reactants are: [Br:1][C:2]1[CH:3]=[C:4]([CH:45]=[CH:46][CH:47]=1)[CH2:5][C:6]1[CH:7]=[C:8]([C:11]([C:13]2[C:14]([NH:19][C@H:20]3[CH2:24][C@H:23]([O:25][Si:26]([CH:33]([CH3:35])[CH3:34])([CH:30]([CH3:32])[CH3:31])[CH:27]([CH3:29])[CH3:28])[C@@H:22]([CH2:36][O:37][Si](C(C)(C)C)(C)C)[CH2:21]3)=[N:15][CH:16]=[N:17][CH:18]=2)=[O:12])[S:9][CH:10]=1.Cl.